This data is from Forward reaction prediction with 1.9M reactions from USPTO patents (1976-2016). The task is: Predict the product of the given reaction. (1) The product is: [Cl:18][C:15]1[CH:16]=[CH:17][C:12]([N:9]2[CH2:10][CH2:11][CH:6]([CH2:5][C:4]([OH:29])=[O:3])[CH2:7][CH2:8]2)=[C:13]([NH:19][C:20](=[O:28])[C:21]2[CH:26]=[CH:25][CH:24]=[C:23]([Cl:27])[CH:22]=2)[CH:14]=1. Given the reactants C([O:3][C:4](=[O:29])[CH2:5][CH:6]1[CH2:11][CH2:10][N:9]([C:12]2[CH:17]=[CH:16][C:15]([Cl:18])=[CH:14][C:13]=2[NH:19][C:20](=[O:28])[C:21]2[CH:26]=[CH:25][CH:24]=[C:23]([Cl:27])[CH:22]=2)[CH2:8][CH2:7]1)C.O.[OH-].[Li+], predict the reaction product. (2) Given the reactants [C:1]1([CH2:7][C:8]([OH:10])=[O:9])[CH:6]=[CH:5][CH:4]=[CH:3][CH:2]=1.Br[CH2:12][C:13]([C:15]1[CH:20]=[CH:19][C:18]([S:21]([CH3:24])(=[O:23])=[O:22])=[CH:17][CH:16]=1)=O.C(N(CC)CC)C.C1CCN2C(=NCCC2)CC1, predict the reaction product. The product is: [C:1]1([C:7]2[C:8](=[O:10])[O:9][CH2:12][C:13]=2[C:15]2[CH:16]=[CH:17][C:18]([S:21]([CH3:24])(=[O:23])=[O:22])=[CH:19][CH:20]=2)[CH:6]=[CH:5][CH:4]=[CH:3][CH:2]=1. (3) Given the reactants [CH:1]1([NH:6][C:7]2[C:16]3[C:11](=[CH:12][C:13](F)=[C:14]([O:17][CH3:18])[CH:15]=3)[N:10]=[CH:9][C:8]=2[C:20]#[N:21])[CH2:5][CH2:4][CH2:3][CH2:2]1.[H-].[Na+].[CH3:24][O:25][CH2:26][CH2:27][OH:28], predict the reaction product. The product is: [CH:1]1([NH:6][C:7]2[C:16]3[C:11](=[CH:12][C:13]([O:28][CH2:27][CH2:26][O:25][CH3:24])=[C:14]([O:17][CH3:18])[CH:15]=3)[N:10]=[CH:9][C:8]=2[C:20]#[N:21])[CH2:5][CH2:4][CH2:3][CH2:2]1. (4) Given the reactants CN1CCCC1=[O:7].[CH3:8][O:9][C:10]1[CH:11]=[CH:12][CH:13]=[CH:14][C:15]=1[O:16][CH2:17][CH2:18][NH:19][CH2:20][CH:21]([OH:37])[CH2:22][O:23][C:24]1[CH:25]=[CH:26][CH:27]=[C:28]2[NH:36][C:35]3[CH:34]=[CH:33][CH:32]=[CH:31][C:30]=3[C:29]=12.[P:38](=[O:42])([OH:41])([OH:40])[OH:39], predict the reaction product. The product is: [CH3:8][O:9][C:10]1[C:15]([O:16][CH2:17][CH2:18][NH:19][CH2:20][CH:21]([OH:37])[CH2:22][O:23][C:24]2[C:29]3[C:30]4[C:35]([NH:36][C:28]=3[CH:27]=[CH:26][CH:25]=2)=[CH:34][CH:33]=[CH:32][CH:31]=4)=[CH:14][CH:13]=[CH:12][CH:11]=1.[CH3:8][O:9][C:10]1[C:15]([O:16][CH2:17][CH2:18][NH:19][CH2:20][CH:21]([OH:37])[CH2:22][O:23][C:24]2[C:29]3[C:30]4[C:35]([NH:36][C:28]=3[CH:27]=[CH:26][CH:25]=2)=[CH:34][CH:33]=[CH:32][CH:31]=4)=[CH:14][CH:13]=[CH:12][CH:11]=1.[OH2:7].[OH:40][P:38]([OH:42])([OH:41])=[O:39].[OH:40][P:38]([OH:42])([OH:41])=[O:39]. (5) Given the reactants [Cl:1][C:2]1[N:3]=[C:4]([C:10]2[CH:11]=[N:12][CH:13]=[CH:14][CH:15]=2)[S:5][C:6]=1[CH:7]([OH:9])[CH3:8].[Cr](Cl)([O-])(=O)=O.[NH+]1C=CC=CC=1, predict the reaction product. The product is: [Cl:1][C:2]1[N:3]=[C:4]([C:10]2[CH:11]=[N:12][CH:13]=[CH:14][CH:15]=2)[S:5][C:6]=1[C:7](=[O:9])[CH3:8].